From a dataset of Forward reaction prediction with 1.9M reactions from USPTO patents (1976-2016). Predict the product of the given reaction. Given the reactants [CH3:1][C:2]1[N:6]=[CH:5][NH:4][N:3]=1.[F:7][C:8]1[CH:13]=[C:12]([N+:14]([O-:16])=[O:15])[CH:11]=[C:10]([F:17])[C:9]=1F.C(=O)(O)[O-].[Na+].O, predict the reaction product. The product is: [F:7][C:8]1[CH:13]=[C:12]([N+:14]([O-:16])=[O:15])[CH:11]=[C:10]([F:17])[C:9]=1[N:4]1[CH:5]=[N:6][C:2]([CH3:1])=[N:3]1.